From a dataset of Reaction yield outcomes from USPTO patents with 853,638 reactions. Predict the reaction yield, written as a fraction of the theoretical maximum amount of product (1.0 means a 100% yield; for example, 0.34 means a 34% yield). (1) The product is [O:27]=[C:2]([NH:1][C@@H:62]1[C@@H:64]([OH:65])[C@H:66]([OH:67])[C@@H:68]([CH2:70][OH:71])[O:69][C@H:61]1[OH:60])[C@@H:3]([NH:19][C:20](=[O:26])[O:21][C:22]([CH3:23])([CH3:24])[CH3:25])[CH2:4][CH2:5][CH2:6][CH2:7][NH:8][C:9](=[O:18])[O:10][CH2:11][C:12]1[CH:17]=[CH:16][CH:15]=[CH:14][CH:13]=1. The catalyst is CN(C=O)C. The reactants are [NH2:1][C:2](=[O:27])[C@@H:3]([NH:19][C:20](=[O:26])[O:21][C:22]([CH3:25])([CH3:24])[CH3:23])[CH2:4][CH2:5][CH2:6][CH2:7][NH:8][C:9](=[O:18])[O:10][CH2:11][C:12]1[CH:17]=[CH:16][CH:15]=[CH:14][CH:13]=1.CCN(CC)CC.CN(C(ON1N=NC2C=CC=NC1=2)=[N+](C)C)C.F[P-](F)(F)(F)(F)F.Cl.[OH:60][CH:61]1[O:69][C@H:68]([CH2:70][OH:71])[C@@H:66]([OH:67])[C@H:64]([OH:65])[C@H:62]1N. The yield is 0.840. (2) The reactants are [Cl:1][C:2]1[CH:7]=[CH:6][C:5]([O:8][C:9]2[CH:14]=[CH:13][C:12](/[CH:15]=[CH:16]/[N+:17]([O-:19])=[O:18])=[CH:11][CH:10]=2)=[CH:4][C:3]=1[C:20]([F:23])([F:22])[F:21].[BH4-].[Na+]. The catalyst is CC(O)CCC.C(Cl)(Cl)Cl. The product is [Cl:1][C:2]1[CH:7]=[CH:6][C:5]([O:8][C:9]2[CH:14]=[CH:13][C:12]([CH2:15][CH2:16][N+:17]([O-:19])=[O:18])=[CH:11][CH:10]=2)=[CH:4][C:3]=1[C:20]([F:21])([F:22])[F:23]. The yield is 0.492. (3) The reactants are [N:1]1([C:6]2[CH:11]=[CH:10][C:9](/[CH:12]=[CH:13]/[C:14]([C:20]3[CH:25]=[C:24]([Cl:26])[CH:23]=[C:22]([Cl:27])[CH:21]=3)([OH:19])[C:15]([F:18])([F:17])[F:16])=[CH:8][CH:7]=2)[CH:5]=[N:4][CH:3]=[N:2]1.[H-].[Na+].[CH3:30]I. The catalyst is C1COCC1. The product is [Cl:27][C:22]1[CH:21]=[C:20]([C:14]([O:19][CH3:30])([C:15]([F:18])([F:17])[F:16])/[CH:13]=[CH:12]/[C:9]2[CH:10]=[CH:11][C:6]([N:1]3[CH:5]=[N:4][CH:3]=[N:2]3)=[CH:7][CH:8]=2)[CH:25]=[C:24]([Cl:26])[CH:23]=1. The yield is 0.350. (4) The reactants are Br[C:2]1[N:7]=[C:6]([C:8]([O:10][CH3:11])=[O:9])[CH:5]=[CH:4][C:3]=1[F:12].[F:13][C:14]1[CH:15]=[C:16]([C:30]2[C:31]([CH3:36])=[N:32][O:33][C:34]=2[CH3:35])[CH:17]=[C:18]([F:29])[C:19]=1B1OC(C)(C)C(C)(C)O1. No catalyst specified. The product is [CH3:36][C:31]1[C:30]([C:16]2[CH:15]=[C:14]([F:13])[C:19]([C:2]3[N:7]=[C:6]([C:8]([O:10][CH3:11])=[O:9])[CH:5]=[CH:4][C:3]=3[F:12])=[C:18]([F:29])[CH:17]=2)=[C:34]([CH3:35])[O:33][N:32]=1. The yield is 0.890. (5) The reactants are [O:1]1[CH2:5][CH2:4][CH:3]([O:6][C:7]2[CH:8]=[CH:9][C:10]3[N:14]=[C:13]([CH2:15][OH:16])[N:12]([CH3:17])[C:11]=3[CH:18]=2)[CH2:2]1.O[C:20]1[CH:21]=[C:22]([CH:27]=[CH:28][CH:29]=1)[C:23]([O:25][CH3:26])=[O:24].C(P(CCCC)CCCC)CCC.N(C(N1CCCCC1)=O)=NC(N1CCCCC1)=O. The catalyst is ClCCl. The product is [O:1]1[CH2:5][CH2:4][CH:3]([O:6][C:7]2[CH:8]=[CH:9][C:10]3[N:14]=[C:13]([CH2:15][O:16][C:20]4[CH:21]=[C:22]([CH:27]=[CH:28][CH:29]=4)[C:23]([O:25][CH3:26])=[O:24])[N:12]([CH3:17])[C:11]=3[CH:18]=2)[CH2:2]1. The yield is 0.600. (6) The reactants are [OH:1][C:2]1[CH:3]=[CH:4][C:5]([CH3:8])=[N:6][CH:7]=1.C([O-])([O-])=O.[K+].[K+].Br[CH2:16][C:17]([C:19]1([C:24]2[CH:29]=[CH:28][C:27]([Cl:30])=[CH:26][CH:25]=2)[CH2:23][CH2:22][CH2:21][CH2:20]1)=[O:18]. The catalyst is CC(C)=O. The product is [Cl:30][C:27]1[CH:26]=[CH:25][C:24]([C:19]2([C:17](=[O:18])[CH2:16][O:1][C:2]3[CH:7]=[N:6][C:5]([CH3:8])=[CH:4][CH:3]=3)[CH2:23][CH2:22][CH2:21][CH2:20]2)=[CH:29][CH:28]=1. The yield is 0.840.